Dataset: Catalyst prediction with 721,799 reactions and 888 catalyst types from USPTO. Task: Predict which catalyst facilitates the given reaction. (1) Reactant: Cl[C:2]1[CH:11]=[C:10]2[C:5]([C:6](=[O:27])[N:7]([CH2:20][C:21]([NH:23][CH:24]([CH3:26])[CH3:25])=[O:22])[C:8]([C:12]3[CH:17]=[CH:16][CH:15]=[C:14]([O:18][CH3:19])[CH:13]=3)=[N:9]2)=[CH:4][CH:3]=1.[CH3:28][N:29]([CH3:46])[CH2:30][C:31]1[CH:36]=[CH:35][CH:34]=[C:33](B2OC(C)(C)C(C)(C)O2)[CH:32]=1.[O-]P([O-])([O-])=O.[K+].[K+].[K+]. Product: [CH3:28][N:29]([CH2:30][C:31]1[CH:32]=[C:33]([C:2]2[CH:11]=[C:10]3[C:5]([C:6](=[O:27])[N:7]([CH2:20][C:21]([NH:23][CH:24]([CH3:26])[CH3:25])=[O:22])[C:8]([C:12]4[CH:17]=[CH:16][CH:15]=[C:14]([O:18][CH3:19])[CH:13]=4)=[N:9]3)=[CH:4][CH:3]=2)[CH:34]=[CH:35][CH:36]=1)[CH3:46]. The catalyst class is: 18. (2) Reactant: [C:1]([NH:8][C@H:9]([C:15]([OH:17])=[O:16])[CH2:10][CH2:11][CH2:12]CN)([O:3][C:4]([CH3:7])([CH3:6])[CH3:5])=[O:2].[C:18](Cl)(=[O:21])[CH:19]=[CH2:20].Cl.C(#[N:26])C. Product: [C:18]([NH:26][CH2:12][CH2:11][CH2:10][CH:9]([NH:8][C:1]([O:3][C:4]([CH3:5])([CH3:6])[CH3:7])=[O:2])[C:15]([OH:17])=[O:16])(=[O:21])[CH:19]=[CH2:20]. The catalyst class is: 74. (3) Reactant: O.C1(C)C=CC(S(O)(=O)=O)=CC=1.[CH3:13][CH:14]([OH:18])[CH:15]([OH:17])[CH3:16].[Cl:19][C:20]1[N:25]=[CH:24][C:23]([NH:26]C(=O)OC(C)(C)C)=[C:22]([C:34](=O)[CH2:35][CH3:36])[CH:21]=1. Product: [Cl:19][C:20]1[N:25]=[CH:24][C:23]([NH2:26])=[C:22]([C:34]2([CH2:35][CH3:36])[O:18][CH:14]([CH3:13])[CH:15]([CH3:16])[O:17]2)[CH:21]=1. The catalyst class is: 133. (4) Reactant: C(=O)([O-])[O-].[K+].[K+].Br[C:8]1[N:12]([C:13]2[C:18]([Cl:19])=[CH:17][C:16]([C:20]([F:23])([F:22])[F:21])=[CH:15][C:14]=2[Cl:24])[N:11]=[C:10]([C:25]#[N:26])[C:9]=1[S:27]([C:30]([F:33])([F:32])[F:31])(=[O:29])=[O:28].[CH3:34][NH:35][CH2:36][CH2:37][OH:38].[Cl-].[NH4+]. Product: [Cl:24][C:14]1[CH:15]=[C:16]([C:20]([F:23])([F:22])[F:21])[CH:17]=[C:18]([Cl:19])[C:13]=1[N:12]1[C:8]([N:35]([CH2:36][CH2:37][OH:38])[CH3:34])=[C:9]([S:27]([C:30]([F:33])([F:32])[F:31])(=[O:29])=[O:28])[C:10]([C:25]#[N:26])=[N:11]1. The catalyst class is: 9. (5) Reactant: [Cl:1][C:2]1[CH:15]=[CH:14][CH:13]=[C:12]([Cl:16])[C:3]=1[CH2:4][CH:5]1[CH2:10][CH2:9][CH2:8][NH:7][C:6]1=[O:11].[H-].[Na+].CN(C)C=O.[CH2:24](Br)[C:25]1[CH:30]=[CH:29][CH:28]=[CH:27][CH:26]=1. Product: [CH2:24]([N:7]1[CH2:8][CH2:9][CH2:10][CH:5]([CH2:4][C:3]2[C:12]([Cl:16])=[CH:13][CH:14]=[CH:15][C:2]=2[Cl:1])[C:6]1=[O:11])[C:25]1[CH:30]=[CH:29][CH:28]=[CH:27][CH:26]=1. The catalyst class is: 6.